From a dataset of Forward reaction prediction with 1.9M reactions from USPTO patents (1976-2016). Predict the product of the given reaction. Given the reactants CCN(C(C)C)C(C)C.[C:10]1([CH2:16][O:17][C:18]2[CH:19]=[C:20]([CH:24]=[C:25]([O:27][C@@H:28]([CH3:38])[CH2:29][O:30][Si:31]([C:34]([CH3:37])([CH3:36])[CH3:35])([CH3:33])[CH3:32])[CH:26]=2)[C:21]([OH:23])=O)[CH:15]=[CH:14][CH:13]=[CH:12][CH:11]=1.CN(C(ON1N=NC2C=CC=NC1=2)=[N+](C)C)C.F[P-](F)(F)(F)(F)F.[NH2:63][C:64]1[S:65][C:66]([CH3:69])=[CH:67][N:68]=1, predict the reaction product. The product is: [CH2:16]([O:17][C:18]1[CH:19]=[C:20]([CH:24]=[C:25]([O:27][C@@H:28]([CH3:38])[CH2:29][O:30][Si:31]([C:34]([CH3:36])([CH3:37])[CH3:35])([CH3:32])[CH3:33])[CH:26]=1)[C:21]([NH:63][C:64]1[S:65][C:66]([CH3:69])=[CH:67][N:68]=1)=[O:23])[C:10]1[CH:11]=[CH:12][CH:13]=[CH:14][CH:15]=1.